This data is from Catalyst prediction with 721,799 reactions and 888 catalyst types from USPTO. The task is: Predict which catalyst facilitates the given reaction. (1) Reactant: [CH3:1][Li].[Si:3]([O:10][CH2:11][C@H:12]1[C@@H:14]([C:15]2[CH:20]=[CH:19][C:18]([C:21]([F:24])([F:23])[F:22])=[CH:17][CH:16]=2)[N:13]1[C:25]([O:27][C:28]([CH3:31])([CH3:30])[CH3:29])=[O:26])([C:6]([CH3:9])([CH3:8])[CH3:7])([CH3:5])[CH3:4].[Cl-].N.[OH-].N. Product: [Si:3]([O:10][CH2:11][C@@H:12]([NH:13][C:25](=[O:26])[O:27][C:28]([CH3:31])([CH3:30])[CH3:29])[C@H:14]([C:15]1[CH:20]=[CH:19][C:18]([C:21]([F:24])([F:23])[F:22])=[CH:17][CH:16]=1)[CH3:1])([C:6]([CH3:9])([CH3:8])[CH3:7])([CH3:5])[CH3:4]. The catalyst class is: 28. (2) Reactant: [CH2:1]([CH2:3][NH2:4])[OH:2].[OH:5][CH:6]([C:13]1[CH:18]=[CH:17][C:16]([C:19]2[N:23]=[C:22]([C:24]3[CH:29]=[C:28]([CH3:30])[N:27]=[C:26]([NH:31][CH:32]([CH3:34])[CH3:33])[N:25]=3)[O:21][N:20]=2)=[CH:15][CH:14]=1)[CH2:7]OS(C)(=O)=O. Product: [OH:2][CH2:1][CH2:3][NH:4][CH2:7][CH:6]([C:13]1[CH:18]=[CH:17][C:16]([C:19]2[N:23]=[C:22]([C:24]3[CH:29]=[C:28]([CH3:30])[N:27]=[C:26]([NH:31][CH:32]([CH3:34])[CH3:33])[N:25]=3)[O:21][N:20]=2)=[CH:15][CH:14]=1)[OH:5]. The catalyst class is: 12. (3) Reactant: Br[C:2]1[CH:3]=[C:4]([NH:18][C:19]2[CH:20]=[N:21][CH:22]=[CH:23][CH:24]=2)[CH:5]=[C:6]([O:8][CH2:9][C:10]2[CH:15]=[CH:14][C:13]([O:16][CH3:17])=[CH:12][CH:11]=2)[CH:7]=1.B(O)(O)[C:26]1[CH:31]=[CH:30][C:29]2[O:32][CH2:33][O:34][C:28]=2[CH:27]=1.C(P(C(C)(C)C)C1C=CC=CC=1C1C=CC=CC=1)(C)(C)C.C(=O)([O-])[O-].[Cs+].[Cs+]. Product: [O:32]1[C:29]2[CH:30]=[CH:31][C:26]([C:2]3[CH:3]=[C:4]([NH:18][C:19]4[CH:20]=[N:21][CH:22]=[CH:23][CH:24]=4)[CH:5]=[C:6]([O:8][CH2:9][C:10]4[CH:15]=[CH:14][C:13]([O:16][CH3:17])=[CH:12][CH:11]=4)[CH:7]=3)=[CH:27][C:28]=2[O:34][CH2:33]1. The catalyst class is: 102. (4) The catalyst class is: 11. Reactant: [CH3:1][O:2][CH2:3][CH2:4][O:5][C:6]([NH:8][NH:9][C:10]([O:12][CH2:13][CH2:14][O:15][CH3:16])=[O:11])=[O:7].N1C=CC=CC=1.ClCl. Product: [CH3:1][O:2][CH2:3][CH2:4][O:5][C:6]([N:8]=[N:9][C:10]([O:12][CH2:13][CH2:14][O:15][CH3:16])=[O:11])=[O:7].